This data is from Catalyst prediction with 721,799 reactions and 888 catalyst types from USPTO. The task is: Predict which catalyst facilitates the given reaction. (1) Reactant: O.[F:2][C:3]1[C:8]([F:9])=[CH:7][C:6]([I:10])=[CH:5][C:4]=1[C:11](=[O:18])[CH2:12][C:13]([O:15][CH2:16][CH3:17])=[O:14].[CH2:19]([O:21][CH:22](OCC)OCC)[CH3:20].C(OC(=O)C)(=O)C. The catalyst class is: 162. Product: [F:2][C:3]1[C:8]([F:9])=[CH:7][C:6]([I:10])=[CH:5][C:4]=1[C:11]([C:12](=[CH:22][O:21][CH2:19][CH3:20])[C:13]([O:15][CH2:16][CH3:17])=[O:14])=[O:18]. (2) Reactant: [C:1]([O:5][C:6]([NH:8][C:9]1[CH:10]=[C:11]([CH:15]=[CH:16][CH:17]=1)[C:12]([OH:14])=O)=[O:7])([CH3:4])([CH3:3])[CH3:2].C([N:21]([CH2:25][CH3:26])[CH:22](C)C)(C)C.CN(C(ON1N=NC2C1=CC=CC=2)=[N+](C)C)C.F[P-](F)(F)(F)(F)F.Cl.N1CCC1. Product: [N:21]1([C:12]([C:11]2[CH:10]=[C:9]([NH:8][C:6](=[O:7])[O:5][C:1]([CH3:2])([CH3:3])[CH3:4])[CH:17]=[CH:16][CH:15]=2)=[O:14])[CH2:22][CH2:26][CH2:25]1. The catalyst class is: 18. (3) Reactant: [NH2:1][C:2]1[C:9]([Br:10])=[CH:8][C:7]([Br:11])=[CH:6][C:3]=1[CH:4]=O.C(N(CC)CC)C.[F:19][C:20]([F:29])([F:28])/[CH:21]=[CH:22]/[C:23]([O:25][CH2:26][CH3:27])=[O:24].C(OCC)(=O)C. Product: [Br:11][C:7]1[CH:6]=[C:3]2[C:2](=[C:9]([Br:10])[CH:8]=1)[NH:1][CH:21]([C:20]([F:19])([F:29])[F:28])[C:22]([C:23]([O:25][CH2:26][CH3:27])=[O:24])=[CH:4]2. The catalyst class is: 16.